This data is from Forward reaction prediction with 1.9M reactions from USPTO patents (1976-2016). The task is: Predict the product of the given reaction. (1) Given the reactants [CH3:1][O:2][C:3]([C:5]1[S:6][C:7]([C:10]2[CH:15]=[CH:14][CH:13]=[CH:12][C:11]=2[NH2:16])=[CH:8][CH:9]=1)=[O:4].[CH3:17][O:18][C:19]1[CH:20]=[C:21]([C:27]2[CH:32]=[CH:31][CH:30]=[C:29]([C:33](Cl)=[O:34])[CH:28]=2)[CH:22]=[C:23]([O:25][CH3:26])[CH:24]=1, predict the reaction product. The product is: [CH3:1][O:2][C:3]([C:5]1[S:6][C:7]([C:10]2[CH:15]=[CH:14][CH:13]=[CH:12][C:11]=2[NH:16][C:33]([C:29]2[CH:28]=[C:27]([C:21]3[CH:22]=[C:23]([O:25][CH3:26])[CH:24]=[C:19]([O:18][CH3:17])[CH:20]=3)[CH:32]=[CH:31][CH:30]=2)=[O:34])=[CH:8][CH:9]=1)=[O:4]. (2) Given the reactants [OH-].[Na+:2].[CH3:3][CH:4]1[CH2:8][CH2:7][CH2:6][N:5]1[C:9]1[N:14]=[C:13]([NH:15][C:16]2[C:17]3[N:18]([CH:31]=[CH:32][N:33]=3)[N:19]=[C:20]([C:22]3[CH:23]=[C:24]([CH:28]=[CH:29][CH:30]=3)[C:25]([OH:27])=[O:26])[CH:21]=2)[CH:12]=[CH:11][CH:10]=1, predict the reaction product. The product is: [CH3:3][CH:4]1[CH2:8][CH2:7][CH2:6][N:5]1[C:9]1[N:14]=[C:13]([NH:15][C:16]2[C:17]3[N:18]([CH:31]=[CH:32][N:33]=3)[N:19]=[C:20]([C:22]3[CH:23]=[C:24]([CH:28]=[CH:29][CH:30]=3)[C:25]([O-:27])=[O:26])[CH:21]=2)[CH:12]=[CH:11][CH:10]=1.[Na+:2]. (3) Given the reactants [CH3:1][O:2][CH2:3][O:4][C:5]1[CH:6]=[C:7]([CH:20]=[CH:21][C:22]=1[CH3:23])[C:8]([NH:10][C:11]([CH3:19])([C:13]1[CH:18]=[CH:17][CH:16]=[CH:15][CH:14]=1)[CH3:12])=[O:9].CN(CCN(C)C)C.CN([CH:35]=[O:36])C, predict the reaction product. The product is: [CH3:1][O:2][CH2:3][O:4][C:5]1[C:22]([CH3:23])=[CH:21][CH:20]=[C:7]2[C:6]=1[CH:35]([OH:36])[N:10]([C:11]([CH3:19])([C:13]1[CH:14]=[CH:15][CH:16]=[CH:17][CH:18]=1)[CH3:12])[C:8]2=[O:9].